Task: Predict which catalyst facilitates the given reaction.. Dataset: Catalyst prediction with 721,799 reactions and 888 catalyst types from USPTO (1) Reactant: [CH3:1][O:2][CH2:3][CH2:4][NH2:5].Cl.C(O[C:10]([C:12]1[CH:16]=[CH:15][S:14][CH:13]=1)=[NH:11])C.[O-]CC.[Na+].C([O:23][CH:24]=[C:25]([C:31](OCC)=O)[C:26]([O:28][CH2:29][CH3:30])=[O:27])C. Product: [CH3:1][O:2][CH2:3][CH2:4][N:5]1[C:24](=[O:23])[C:25]([C:26]([O:28][CH2:29][CH3:30])=[O:27])=[CH:31][N:11]=[C:10]1[C:12]1[CH:16]=[CH:15][S:14][CH:13]=1. The catalyst class is: 5. (2) Reactant: [F:1][C:2]([F:8])([CH2:5][O:6][CH3:7])[CH2:3][OH:4].[H-].[Na+].[Br:11][C:12]1[CH:13]=[CH:14][C:15]([CH2:18]Br)=[N:16][CH:17]=1. Product: [Br:11][C:12]1[CH:13]=[CH:14][C:15]([CH2:18][O:4][CH2:3][C:2]([F:8])([F:1])[CH2:5][O:6][CH3:7])=[N:16][CH:17]=1. The catalyst class is: 1. (3) Reactant: [CH3:1][C:2]1[CH:7]=[CH:6][N:5]=[CH:4][C:3]=1[N:8]1[CH2:12][CH2:11][NH:10][C:9]1=[O:13].[Cl:14][C:15]1[CH:22]=[C:21](I)[CH:20]=[CH:19][C:16]=1[C:17]#[N:18].N[C@@H]1CCCC[C@H]1N.P([O-])([O-])([O-])=O.[K+].[K+].[K+]. Product: [Cl:14][C:15]1[CH:22]=[C:21]([N:10]2[CH2:11][CH2:12][N:8]([C:3]3[CH:4]=[N:5][CH:6]=[CH:7][C:2]=3[CH3:1])[C:9]2=[O:13])[CH:20]=[CH:19][C:16]=1[C:17]#[N:18]. The catalyst class is: 246. (4) Reactant: C1N=CN(C(N2C=NC=C2)=O)C=1.FC(F)(F)C(O)=O.[CH:20]1([C:26]2[C:27]3[CH:28]=[CH:29][C:30]([C:57](O)=[O:58])=[CH:31][C:32]=3[N:33]3[CH2:39][C:38]([C:40]([N:42]4[CH:47]5[CH2:48][CH2:49][CH:43]4[CH2:44][N:45]([CH3:50])[CH2:46]5)=[O:41])=[CH:37][C:36]4[CH:51]=[C:52]([O:55][CH3:56])[CH:53]=[CH:54][C:35]=4[C:34]=23)[CH2:25][CH2:24][CH2:23][CH2:22][CH2:21]1.[CH:60]1([CH2:63][C:64]2([S:67]([NH2:70])(=[O:69])=[O:68])[CH2:66][CH2:65]2)[CH2:62][CH2:61]1.C1CCN2C(=NCCC2)CC1. Product: [CH:20]1([C:26]2[C:27]3[CH:28]=[CH:29][C:30]([C:57]([NH:70][S:67]([C:64]4([CH2:63][CH:60]5[CH2:61][CH2:62]5)[CH2:65][CH2:66]4)(=[O:68])=[O:69])=[O:58])=[CH:31][C:32]=3[N:33]3[CH2:39][C:38]([C:40]([N:42]4[CH:43]5[CH2:49][CH2:48][CH:47]4[CH2:46][N:45]([CH3:50])[CH2:44]5)=[O:41])=[CH:37][C:36]4[CH:51]=[C:52]([O:55][CH3:56])[CH:53]=[CH:54][C:35]=4[C:34]=23)[CH2:25][CH2:24][CH2:23][CH2:22][CH2:21]1. The catalyst class is: 49. (5) Reactant: [Na+].[I-:2].F[B-](F)(F)F.[F:8][S:9]([F:21])([F:20])([F:19])([F:18])[C:10]1[CH:15]=[CH:14][C:13]([N+]#N)=[CH:12][CH:11]=1.[C:22]1([O:28][CH3:29])[CH:27]=[CH:26][CH:25]=[CH:24][CH:23]=1.C([O-])([O-])=O.[Na+].[Na+]. Product: [I:2][C:13]1[CH:14]=[CH:15][C:10]([S:9]([F:21])([F:20])([F:19])([F:18])[F:8])=[CH:11][CH:12]=1.[CH3:29][O:28][C:22]1[CH:27]=[CH:26][CH:25]=[CH:24][C:23]=1[C:13]1[CH:14]=[CH:15][C:10]([S:9]([F:21])([F:20])([F:19])([F:18])[F:8])=[CH:11][CH:12]=1.[CH3:29][O:28][C:22]1[CH:23]=[C:24]([C:13]2[CH:14]=[CH:15][C:10]([S:9]([F:21])([F:20])([F:19])([F:18])[F:8])=[CH:11][CH:12]=2)[CH:25]=[CH:26][CH:27]=1. The catalyst class is: 23. (6) Reactant: [CH3:1][CH:2]([CH3:22])[CH2:3][C:4]1[C:14]2[O:13][CH2:12][CH2:11][N:10](C(OC(C)(C)C)=O)[CH2:9][C:8]=2[CH:7]=[CH:6][CH:5]=1.C(OCC)(=O)C.[ClH:29]. Product: [ClH:29].[CH3:1][CH:2]([CH3:22])[CH2:3][C:4]1[C:14]2[O:13][CH2:12][CH2:11][NH:10][CH2:9][C:8]=2[CH:7]=[CH:6][CH:5]=1. The catalyst class is: 13. (7) The catalyst class is: 187. Product: [C:28]([NH:35][CH:36]1[CH2:41][CH2:40][N:39]([C:2]2[CH:3]=[C:4]([CH:8]3[N:12]([C:13]4[CH:18]=[CH:17][C:16]([F:19])=[CH:15][C:14]=4[F:20])[N:11]=[C:10]([C:21]([F:27])([F:26])[C:22]([F:25])([F:24])[F:23])[CH2:9]3)[CH:5]=[CH:6][CH:7]=2)[CH2:38][CH2:37]1)([O:30][C:31]([CH3:34])([CH3:33])[CH3:32])=[O:29]. Reactant: Br[C:2]1[CH:3]=[C:4]([CH:8]2[N:12]([C:13]3[CH:18]=[CH:17][C:16]([F:19])=[CH:15][C:14]=3[F:20])[N:11]=[C:10]([C:21]([F:27])([F:26])[C:22]([F:25])([F:24])[F:23])[CH2:9]2)[CH:5]=[CH:6][CH:7]=1.[C:28]([NH:35][CH:36]1[CH2:41][CH2:40][NH:39][CH2:38][CH2:37]1)([O:30][C:31]([CH3:34])([CH3:33])[CH3:32])=[O:29].C1C=CC(P(C2C(C3C(P(C4C=CC=CC=4)C4C=CC=CC=4)=CC=C4C=3C=CC=C4)=C3C(C=CC=C3)=CC=2)C2C=CC=CC=2)=CC=1.CC(C)([O-])C.[Na+]. (8) Reactant: [F:1][C:2]([F:19])([F:18])[C:3]1[CH:8]=[CH:7][C:6]([CH:9]=[CH:10][C:11]2[O:12][CH:13]=[C:14]([CH2:16][OH:17])[N:15]=2)=[CH:5][CH:4]=1.Cl[C:21]1[N:26]=[CH:25][C:24]([CH2:27][CH2:28][CH2:29][CH2:30][N:31]2[CH:35]=[CH:34][CH:33]=[N:32]2)=[CH:23][N:22]=1.CC(C)([O-])C.[Na+].[NH4+].[Cl-]. Product: [N:31]1([CH2:30][CH2:29][CH2:28][CH2:27][C:24]2[CH:25]=[N:26][C:21]([O:17][CH2:16][C:14]3[N:15]=[C:11](/[CH:10]=[CH:9]/[C:6]4[CH:7]=[CH:8][C:3]([C:2]([F:1])([F:18])[F:19])=[CH:4][CH:5]=4)[O:12][CH:13]=3)=[N:22][CH:23]=2)[CH:35]=[CH:34][CH:33]=[N:32]1. The catalyst class is: 56. (9) The catalyst class is: 40. Product: [C:18]([N:9]1[C@@H:10]([C:15]([OH:17])=[O:16])[C:11]([CH3:13])([CH3:12])[S:14][C@H:1]1[C:2]1[CH:7]=[CH:6][CH:5]=[CH:4][CH:3]=1)(=[O:20])[CH3:19]. Reactant: [CH:1](=O)[C:2]1[CH:7]=[CH:6][CH:5]=[CH:4][CH:3]=1.[NH2:9][C@@H:10]([C:15]([OH:17])=[O:16])[C:11]([SH:14])([CH3:13])[CH3:12].[C:18](OC(=O)C)(=[O:20])[CH3:19].